From a dataset of Reaction yield outcomes from USPTO patents with 853,638 reactions. Predict the reaction yield, written as a fraction of the theoretical maximum amount of product (1.0 means a 100% yield; for example, 0.34 means a 34% yield). (1) The reactants are [CH3:1][C:2]1([CH3:20])[CH2:11][C:10]2[N:9]=[C:8](OS(C(F)(F)F)(=O)=O)[CH:7]=[CH:6][C:5]=2[CH2:4][CH2:3]1.C(N(CC)CC)C.[C:28]([O:31][CH2:32]C)(=[O:30])C. The catalyst is CO.C1C=CC(P(C2C=CC=CC=2)[C-]2C=CC=C2)=CC=1.C1C=CC(P(C2C=CC=CC=2)[C-]2C=CC=C2)=CC=1.Cl[Pd]Cl.[Fe+2].C(Cl)Cl. The product is [CH3:32][O:31][C:28]([C:8]1[CH:7]=[CH:6][C:5]2[CH2:4][CH2:3][C:2]([CH3:20])([CH3:1])[CH2:11][C:10]=2[N:9]=1)=[O:30]. The yield is 0.860. (2) The yield is 0.160. The catalyst is CN(C)C1C=CN=CC=1.ClC1C=CC=CC=1Cl. The product is [CH3:13][O:12][C:9]1[CH:10]=[C:11]2[C:6](=[CH:7][C:8]=1[O:14][CH3:15])[N:5]=[CH:4][CH:3]=[C:2]2[O:33][C:28]1[CH:29]=[CH:30][CH:31]=[CH:32][C:27]=1[C:25](=[O:26])[CH:24]=[CH:23][C:18]1[CH:19]=[CH:20][CH:21]=[CH:22][CH:17]=1. The reactants are Cl[C:2]1[C:11]2[C:6](=[CH:7][C:8]([O:14][CH3:15])=[C:9]([O:12][CH3:13])[CH:10]=2)[N:5]=[CH:4][CH:3]=1.O[C:17]1[CH:22]=[CH:21][CH:20]=[CH:19][C:18]=1[CH:23]=[CH:24][C:25]([C:27]1[CH:32]=[CH:31][CH:30]=[CH:29][CH:28]=1)=[O:26].[OH2:33].